Dataset: Peptide-MHC class I binding affinity with 185,985 pairs from IEDB/IMGT. Task: Regression. Given a peptide amino acid sequence and an MHC pseudo amino acid sequence, predict their binding affinity value. This is MHC class I binding data. (1) The binding affinity (normalized) is 0.114. The MHC is H-2-Kb with pseudo-sequence H-2-Kb. The peptide sequence is FKTTVNSLI. (2) The binding affinity (normalized) is 0.764. The peptide sequence is GNSPVFNYNK. The MHC is HLA-A68:01 with pseudo-sequence HLA-A68:01. (3) The peptide sequence is KYLYFIKGL. The MHC is HLA-A24:02 with pseudo-sequence HLA-A24:02. The binding affinity (normalized) is 0.